Dataset: Full USPTO retrosynthesis dataset with 1.9M reactions from patents (1976-2016). Task: Predict the reactants needed to synthesize the given product. (1) Given the product [O:32]1[CH2:36][CH2:35][CH:34]([CH2:37][N:6]2[C:7]3[CH:8]=[CH:9][CH:10]=[CH:11][C:1]=3[C:2](=[O:3])[O:4][C:5]2=[O:12])[CH2:33]1, predict the reactants needed to synthesize it. The reactants are: [C:1]12[C:7](=[CH:8][CH:9]=[CH:10][CH:11]=1)[NH:6][C:5](=[O:12])[O:4][C:2]2=[O:3].C1(P(C2C=CC=CC=2)C2C=CC=CC=2)C=CC=CC=1.[O:32]1[CH2:36][CH2:35][CH:34]([CH2:37]O)[CH2:33]1.N(C(OC(C)C)=O)=NC(OC(C)C)=O. (2) Given the product [CH3:17][O:14][CH:12]1[CH2:11][N:10]([C:7]2[CH:6]=[CH:5][C:4]([N+:1]([O-:3])=[O:2])=[CH:9][N:8]=2)[CH2:13]1, predict the reactants needed to synthesize it. The reactants are: [N+:1]([C:4]1[CH:5]=[CH:6][C:7]([N:10]2[CH2:13][CH:12]([OH:14])[CH2:11]2)=[N:8][CH:9]=1)([O-:3])=[O:2].[H-].[Na+].[CH3:17]I. (3) Given the product [CH3:49][O:3][C@H:4]1[C@H:8]([O:9][C:10]2[CH:11]=[CH:12][CH:13]=[C:14]3[C:19]=2[N:18]=[C:17]([C:20]2[N:24]4[CH:25]=[CH:26][C:27]([O:29][CH2:30][CH2:31][O:32][CH3:33])=[CH:28][C:23]4=[N:22][CH:21]=2)[CH:16]=[CH:15]3)[CH2:7][N:6]([C:34]([O:36][CH2:37][C:38]2[CH:47]=[CH:46][C:45]3[C:40](=[CH:41][CH:42]=[CH:43][CH:44]=3)[CH:39]=2)=[O:35])[CH2:5]1, predict the reactants needed to synthesize it. The reactants are: [H-].[Na+].[OH:3][C@H:4]1[C@H:8]([O:9][C:10]2[CH:11]=[CH:12][CH:13]=[C:14]3[C:19]=2[N:18]=[C:17]([C:20]2[N:24]4[CH:25]=[CH:26][C:27]([O:29][CH2:30][CH2:31][O:32][CH3:33])=[CH:28][C:23]4=[N:22][CH:21]=2)[CH:16]=[CH:15]3)[CH2:7][N:6]([C:34]([O:36][CH2:37][C:38]2[CH:47]=[CH:46][C:45]3[C:40](=[CH:41][CH:42]=[CH:43][CH:44]=3)[CH:39]=2)=[O:35])[CH2:5]1.I[CH3:49]. (4) The reactants are: [C:1]([N:4]1[CH2:9][CH2:8][C:7]([C:18]2[CH:31]=[CH:30][C:21]([O:22][CH2:23][C:24](=[O:29])[C:25]([CH3:28])([CH3:27])[CH3:26])=[C:20]([CH3:32])[CH:19]=2)([C:10]2[CH:15]=[CH:14][C:13]([OH:16])=[C:12]([CH3:17])[CH:11]=2)[CH2:6][CH2:5]1)(=[O:3])[CH3:2].ClCC(=O)C(C)(C)C.C(=O)([O-])[O-].[Cs+].[Cs+].[CH2:47]1[O:49][C@H:48]1[CH2:50][OH:51]. Given the product [C:1]([N:4]1[CH2:9][CH2:8][C:7]([C:18]2[CH:31]=[CH:30][C:21]([O:22][CH2:23][C:24](=[O:29])[C:25]([CH3:26])([CH3:27])[CH3:28])=[C:20]([CH3:32])[CH:19]=2)([C:10]2[CH:15]=[CH:14][C:13]([O:16][CH2:47][CH:48]([OH:49])[CH2:50][OH:51])=[C:12]([CH3:17])[CH:11]=2)[CH2:6][CH2:5]1)(=[O:3])[CH3:2], predict the reactants needed to synthesize it. (5) Given the product [CH3:1][O:2][C:3]1[C:4]([N+:19]([O-:20])=[O:18])=[C:5]([NH:9][C:10](=[O:12])[CH3:11])[CH:6]=[CH:7][CH:8]=1, predict the reactants needed to synthesize it. The reactants are: [CH3:1][O:2][C:3]1[CH:4]=[C:5]([NH:9][C:10](=[O:12])[CH3:11])[CH:6]=[CH:7][CH:8]=1.F[B-](F)(F)F.[O:18]=[N+:19]=[O:20].O.